From a dataset of Reaction yield outcomes from USPTO patents with 853,638 reactions. Predict the reaction yield, written as a fraction of the theoretical maximum amount of product (1.0 means a 100% yield; for example, 0.34 means a 34% yield). (1) The reactants are Cl.[CH3:2][O:3][C:4](=[O:11])[C@H:5]([CH2:7][CH:8]([CH3:10])[CH3:9])[NH2:6].C(N(CC)C(C)C)(C)C.C([O:23][C:24](=O)[CH:25]=[C:26]([O:29][C:30]1[C:39]2[CH2:38][CH2:37][CH2:36][CH2:35][C:34]=2[CH:33]=[CH:32][CH:31]=1)[CH2:27]Br)C. The catalyst is C(#N)C. The product is [CH3:2][O:3][C:4](=[O:11])[C@@H:5]([N:6]1[CH2:27][C:26]([O:29][C:30]2[C:39]3[CH2:38][CH2:37][CH2:36][CH2:35][C:34]=3[CH:33]=[CH:32][CH:31]=2)=[CH:25][C:24]1=[O:23])[CH2:7][CH:8]([CH3:10])[CH3:9]. The yield is 0.150. (2) The reactants are [CH:1]([C@@:4]1([C:10]([N:12]2[CH2:17][CH2:16][N:15]([C:18]3[CH:23]=[C:22]([C:24]([F:27])([F:26])[F:25])[CH:21]=[CH:20][N:19]=3)[CH2:14][CH2:13]2)=[O:11])[CH2:8][C@H:7](N)[CH:6]=[CH:5]1)([CH3:3])[CH3:2].C1(=O)C=CC=CC1=[O:34].Cl.[OH-].[Na+]. The catalyst is CO.O.O1CCCC1. The product is [CH:1]([C@:4]1([C:10]([N:12]2[CH2:17][CH2:16][N:15]([C:18]3[CH:23]=[C:22]([C:24]([F:27])([F:26])[F:25])[CH:21]=[CH:20][N:19]=3)[CH2:14][CH2:13]2)=[O:11])[CH2:5][CH2:6][C:7](=[O:34])[CH2:8]1)([CH3:3])[CH3:2]. The yield is 0.900. (3) The reactants are [Cl:1][C:2]1[CH:17]=[CH:16][C:5]([O:6][C:7]2[CH:8]=[C:9]([CH:13]([OH:15])[CH3:14])[CH:10]=[CH:11][CH:12]=2)=[C:4]([N+:18]([O-])=O)[CH:3]=1.Cl[Sn]Cl. No catalyst specified. The product is [NH2:18][C:4]1[CH:3]=[C:2]([Cl:1])[CH:17]=[CH:16][C:5]=1[O:6][C:7]1[CH:8]=[C:9]([CH:13]([OH:15])[CH3:14])[CH:10]=[CH:11][CH:12]=1. The yield is 0.700. (4) The reactants are C(S)C.[Li].[C:5]([C:7]1[CH:8]=[C:9]([C:18]2[S:19][C:20]3[C:26]([O:27]C)=[CH:25][CH:24]=[CH:23][C:21]=3[N:22]=2)[CH:10]=[CH:11][C:12]=1[O:13][CH2:14][CH:15]([CH3:17])[CH3:16])#[N:6].Cl. The catalyst is CN(C=O)C. The product is [C:5]([C:7]1[CH:8]=[C:9]([C:18]2[S:19][C:20]3[C:26]([OH:27])=[CH:25][CH:24]=[CH:23][C:21]=3[N:22]=2)[CH:10]=[CH:11][C:12]=1[O:13][CH2:14][CH:15]([CH3:17])[CH3:16])#[N:6]. The yield is 0.120.